From a dataset of Forward reaction prediction with 1.9M reactions from USPTO patents (1976-2016). Predict the product of the given reaction. (1) Given the reactants [OH:1][CH:2]1[CH2:6][NH:5][CH2:4][CH2:3]1.C(=O)([O-])[O-].[Na+].[Na+].[C:13]([C:15]1[CH:20]=[CH:19][C:18]([S:21](Cl)(=[O:23])=[O:22])=[CH:17][CH:16]=1)#[N:14], predict the reaction product. The product is: [OH:1][CH:2]1[CH2:3][CH2:4][N:5]([S:21]([C:18]2[CH:17]=[CH:16][C:15]([C:13]#[N:14])=[CH:20][CH:19]=2)(=[O:23])=[O:22])[CH2:6]1. (2) Given the reactants OCC(N[CH2:7][CH2:8][CH2:9][CH2:10][C:11]1[CH:35]=[CH:34][C:14]([CH2:15][C:16]2[CH:17]=[C:18]([C@H:23]3[C@H:28]([OH:29])[C@@H:27]([OH:30])[C@H:26]([OH:31])[C@@H:25]([S:32][CH3:33])[O:24]3)[CH:19]=[CH:20][C:21]=2[CH3:22])=[CH:13][CH:12]=1)(C)C.[NH2:36][C:37]([CH2:42][OH:43])([CH2:40][OH:41])[CH2:38][OH:39], predict the reaction product. The product is: [OH:39][CH2:38][C:37]([NH:36][CH2:7][CH2:8][CH2:9][CH2:10][C:11]1[CH:12]=[CH:13][C:14]([CH2:15][C:16]2[CH:17]=[C:18]([C@H:23]3[C@H:28]([OH:29])[C@@H:27]([OH:30])[C@H:26]([OH:31])[C@@H:25]([S:32][CH3:33])[O:24]3)[CH:19]=[CH:20][C:21]=2[CH3:22])=[CH:34][CH:35]=1)([CH2:42][OH:43])[CH2:40][OH:41]. (3) Given the reactants [CH:1]([NH:4][S:5]([C:8]1[CH:9]=[C:10]2[C:14](=[CH:15][CH:16]=1)[NH:13][C:12](=[O:17])[CH2:11]2)(=[O:7])=[O:6])([CH3:3])[CH3:2].[O:18]=[C:19]1[C:24]2=[CH:25][NH:26][C:27]([CH:28]=O)=[C:23]2[CH2:22][CH2:21][O:20]1, predict the reaction product. The product is: [CH:1]([NH:4][S:5]([C:8]1[CH:9]=[C:10]2[C:14](=[CH:15][CH:16]=1)[NH:13][C:12](=[O:17])[C:11]2=[CH:28][C:27]1[NH:26][CH:25]=[C:24]2[C:19](=[O:18])[O:20][CH2:21][CH2:22][C:23]=12)(=[O:7])=[O:6])([CH3:3])[CH3:2]. (4) The product is: [CH:5]([C:6]1[O:15][N:2]=[C:8]([C:9]([O:11][CH2:12][CH3:13])=[O:10])[CH:7]=1)([CH3:16])[CH3:4]. Given the reactants Cl.[NH2:2]O.[CH3:4][CH:5]([CH3:16])[C:6](=[O:15])[CH2:7][C:8](=O)[C:9]([O:11][CH2:12][CH3:13])=[O:10], predict the reaction product.